Dataset: Full USPTO retrosynthesis dataset with 1.9M reactions from patents (1976-2016). Task: Predict the reactants needed to synthesize the given product. (1) Given the product [Cl:42][CH2:41][CH2:40][CH2:39][N:38]([C@H:5]([C:3]([O:2][CH3:1])=[O:4])[CH2:6][N:7]([C:12]1[CH:13]=[CH:14][C:15]([O:18][C:19]2[CH:24]=[CH:23][C:22]([C:25]([F:28])([F:26])[F:27])=[CH:21][CH:20]=2)=[CH:16][CH:17]=1)[S:8]([CH3:11])(=[O:9])=[O:10])[CH3:37], predict the reactants needed to synthesize it. The reactants are: [CH3:1][O:2][C:3]([C@H:5](OS(C(F)(F)F)(=O)=O)[CH2:6][N:7]([C:12]1[CH:17]=[CH:16][C:15]([O:18][C:19]2[CH:24]=[CH:23][C:22]([C:25]([F:28])([F:27])[F:26])=[CH:21][CH:20]=2)=[CH:14][CH:13]=1)[S:8]([CH3:11])(=[O:10])=[O:9])=[O:4].[CH3:37][NH:38][CH2:39][CH2:40][CH2:41][Cl:42]. (2) Given the product [Cl:5][C:6]1[CH:11]=[C:10]([Cl:12])[CH:9]=[CH:8][C:7]=1[CH2:13][CH2:14][NH:15][C:16]1[CH:17]=[C:18]([C:24]2[CH:29]=[CH:28][CH:27]=[C:26]([C:30]([F:34])([F:33])[C:31]3[NH:32][N:3]=[N:2][N:1]=3)[CH:25]=2)[N:19]=[C:20]([O:22][CH3:23])[N:21]=1, predict the reactants needed to synthesize it. The reactants are: [N-:1]=[N+:2]=[N-:3].[Na+].[Cl:5][C:6]1[CH:11]=[C:10]([Cl:12])[CH:9]=[CH:8][C:7]=1[CH2:13][CH2:14][NH:15][C:16]1[N:21]=[C:20]([O:22][CH3:23])[N:19]=[C:18]([C:24]2[CH:25]=[C:26]([C:30]([F:34])([F:33])[C:31]#[N:32])[CH:27]=[CH:28][CH:29]=2)[CH:17]=1. (3) Given the product [Br:1][C:2]1[CH:3]=[C:4]([CH:7]=[CH:8][C:9]=1[N:11]1[CH2:16][CH2:15][O:14][CH2:13][CH2:12]1)[CH:5]=[O:6], predict the reactants needed to synthesize it. The reactants are: [Br:1][C:2]1[C:3](F)=[C:4]([CH:7]=[CH:8][CH:9]=1)[CH:5]=[O:6].[NH:11]1[CH2:16][CH2:15][O:14][CH2:13][CH2:12]1.C([O-])([O-])=O.[K+].[K+]. (4) Given the product [NH2:1][C:2]1[N:7]=[C:6]([NH:8][C:9]2[CH:16]=[CH:15][C:12]([CH2:13][OH:14])=[CH:11][CH:10]=2)[CH:5]=[C:4]([C:17]2[CH:22]=[C:21]([Cl:23])[CH:20]=[CH:19][C:18]=2[O:24][CH2:25][CH3:26])[CH:3]=1, predict the reactants needed to synthesize it. The reactants are: [NH2:1][C:2]1[N:7]=[C:6]([NH:8][C:9]2[CH:16]=[CH:15][C:12]([CH:13]=[O:14])=[CH:11][CH:10]=2)[CH:5]=[C:4]([C:17]2[CH:22]=[C:21]([Cl:23])[CH:20]=[CH:19][C:18]=2[O:24][CH2:25][CH3:26])[CH:3]=1.[BH4-].[Na+].O.Cl.